Dataset: Catalyst prediction with 721,799 reactions and 888 catalyst types from USPTO. Task: Predict which catalyst facilitates the given reaction. (1) Reactant: C[O:2][C:3](=[O:34])[C@:4](NC(OC(C)(C)C)=O)(CCN1CCCCC1)[CH2:5][CH2:6][CH2:7][CH2:8]B1OC(C)(C)C(C)(C)O1.[ClH:35]. Product: [ClH:35].[ClH:35].[C:3]([OH:34])(=[O:2])[CH2:4][CH2:5][CH2:6][CH2:7][CH3:8]. The catalyst class is: 6. (2) Reactant: [OH:1][C:2]1[CH:7]=[CH:6][C:5]([CH2:8][CH2:9][CH2:10][OH:11])=[CH:4][CH:3]=1.Cl[C:13]1[CH:18]=[CH:17][C:16]([Cl:19])=[CH:15][N:14]=1.C(=O)([O-])[O-].[Cs+].[Cs+]. Product: [Cl:19][C:16]1[CH:17]=[CH:18][C:13]([O:1][C:2]2[CH:3]=[CH:4][C:5]([CH2:8][CH2:9][CH2:10][OH:11])=[CH:6][CH:7]=2)=[N:14][CH:15]=1. The catalyst class is: 60. (3) Reactant: [F:1][C:2]1[CH:3]=[C:4]2[C:10]([C:11]3[N:12]=[C:13](I)[C:14]4[C:19]([CH3:21])([CH3:20])[C:18](=[O:22])[NH:17][C:15]=4[N:16]=3)=[N:9][N:8]([CH2:24][C:25]3[CH:26]=[N:27][CH:28]=[N:29][CH:30]=3)[C:5]2=[N:6][CH:7]=1.[H][H]. Product: [F:1][C:2]1[CH:3]=[C:4]2[C:10]([C:11]3[N:12]=[CH:13][C:14]4[C:19]([CH3:20])([CH3:21])[C:18](=[O:22])[NH:17][C:15]=4[N:16]=3)=[N:9][N:8]([CH2:24][C:25]3[CH:26]=[N:27][CH:28]=[N:29][CH:30]=3)[C:5]2=[N:6][CH:7]=1. The catalyst class is: 394. (4) Reactant: [Cl:1][C:2]1[CH:3]=[C:4]([C:12]2[O:16][N:15]=[C:14]([C:17]3[CH:22]=[CH:21][C:20]([NH:23][C@H:24]4[CH2:28][CH2:27][C@@H:26]([C:29]([OH:31])=[O:30])[CH2:25]4)=[CH:19][CH:18]=3)[N:13]=2)[CH:5]=[N:6][C:7]=1[O:8][CH:9]([CH3:11])[CH3:10]. Product: [CH3:7][OH:8].[Cl:1][C:2]1[CH:3]=[C:4]([C:12]2[O:16][N:15]=[C:14]([C:17]3[CH:18]=[CH:19][C:20]([NH:23][C@H:24]4[CH2:28][CH2:27][C@@H:26]([C:29]([OH:31])=[O:30])[CH2:25]4)=[CH:21][CH:22]=3)[N:13]=2)[CH:5]=[N:6][C:7]=1[O:8][CH:9]([CH3:10])[CH3:11]. The catalyst class is: 5. (5) Reactant: [C:1]([O:5][C:6](=[O:27])[NH:7][CH:8]1[C:14]2[CH:15]=[CH:16][C:17]([O:19][CH2:20][CH:21]3[CH2:26][CH2:25][CH2:24][CH2:23][CH2:22]3)=[CH:18][C:13]=2[CH2:12][CH2:11][CH2:10][CH2:9]1)([CH3:4])([CH3:3])[CH3:2].C1C(=O)N([Br:35])C(=O)C1. Product: [C:1]([O:5][C:6](=[O:27])[NH:7][CH:8]1[C:14]2[CH:15]=[C:16]([Br:35])[C:17]([O:19][CH2:20][CH:21]3[CH2:22][CH2:23][CH2:24][CH2:25][CH2:26]3)=[CH:18][C:13]=2[CH2:12][CH2:11][CH2:10][CH2:9]1)([CH3:4])([CH3:2])[CH3:3]. The catalyst class is: 23. (6) Reactant: C([O:9][CH2:10][CH2:11][N:12]1[C:20]2[C:19]([O:21][C:22]3[CH:27]=[CH:26][C:25]([NH2:28])=[C:24]([Cl:29])[CH:23]=3)=[N:18][CH:17]=[N:16][C:15]=2[CH:14]=[CH:13]1)(=O)C1C=CC=CC=1.C(N(CC)CC)C.[F:37][C:38]([F:49])([F:48])[C:39]1[CH:40]=[C:41]([N:45]=[C:46]=[O:47])[CH:42]=[CH:43][CH:44]=1. Product: [Cl:29][C:24]1[CH:23]=[C:22]([O:21][C:19]2[C:20]3[N:12]([CH2:11][CH2:10][OH:9])[CH:13]=[CH:14][C:15]=3[N:16]=[CH:17][N:18]=2)[CH:27]=[CH:26][C:25]=1[NH:28][C:46]([NH:45][C:41]1[CH:42]=[CH:43][CH:44]=[C:39]([C:38]([F:37])([F:48])[F:49])[CH:40]=1)=[O:47]. The catalyst class is: 30. (7) Reactant: Cl.ClC(C#N)(C1C=CC=CC=1)C1C=CC([NH:10][C:11]([CH:13]2[O:17][N:16]=[C:15]([C:18]3[CH:19]=[N:20][CH:21]=[CH:22][CH:23]=3)[CH2:14]2)=[O:12])=CC=1. Product: [N:20]1[CH:21]=[CH:22][CH:23]=[C:18]([C:15]2[CH2:14][CH:13]([C:11]([NH2:10])=[O:12])[O:17][N:16]=2)[CH:19]=1. The catalyst class is: 5. (8) Reactant: [Br:1][C:2]1[CH:3]=[CH:4][C:5]([O:9][CH3:10])=[C:6]([OH:8])[CH:7]=1.C([O-])([O-])=O.[K+].[K+].Br[CH2:18][C:19]1[CH:24]=[CH:23][CH:22]=[CH:21][CH:20]=1. Product: [CH2:18]([O:8][C:6]1[CH:7]=[C:2]([Br:1])[CH:3]=[CH:4][C:5]=1[O:9][CH3:10])[C:19]1[CH:24]=[CH:23][CH:22]=[CH:21][CH:20]=1. The catalyst class is: 21. (9) Reactant: [C:1]([O:5][C:6]([N:8]1[CH2:15][CH:14]2[CH:10]([CH2:11][NH:12][CH2:13]2)[CH2:9]1)=[O:7])([CH3:4])([CH3:3])[CH3:2].Cl[C:17]1[N:22]=[CH:21][CH:20]=[CH:19][N:18]=1.C(N(CC)CC)C.C(O)C. Product: [C:1]([O:5][C:6]([N:8]1[CH2:9][CH:10]2[CH:14]([CH2:13][N:12]([C:17]3[N:22]=[CH:21][CH:20]=[CH:19][N:18]=3)[CH2:11]2)[CH2:15]1)=[O:7])([CH3:4])([CH3:2])[CH3:3]. The catalyst class is: 4.